Dataset: Reaction yield outcomes from USPTO patents with 853,638 reactions. Task: Predict the reaction yield, written as a fraction of the theoretical maximum amount of product (1.0 means a 100% yield; for example, 0.34 means a 34% yield). (1) The reactants are [CH3:1][C:2]1[S:6][C:5]([C:7]2[O:8][C:9]3[C:10](=[C:12]([C:16]([OH:18])=O)[CH:13]=[CH:14][CH:15]=3)[N:11]=2)=[CH:4][CH:3]=1.Cl.C(N=C=NCCCN(C)C)C.ON1C2C=CC=CC=2N=N1.Cl.Cl.[NH2:43][C@H:44]1[CH:49]2[CH2:50][CH2:51][N:46]([CH2:47][CH2:48]2)[CH2:45]1.C(N(CC)CC)C. The catalyst is CN(C=O)C.ClCCl. The yield is 0.130. The product is [N:46]12[CH2:51][CH2:50][CH:49]([CH2:48][CH2:47]1)[C@H:44]([NH:43][C:16]([C:12]1[CH:13]=[CH:14][CH:15]=[C:9]3[O:8][C:7]([C:5]4[S:6][C:2]([CH3:1])=[CH:3][CH:4]=4)=[N:11][C:10]=13)=[O:18])[CH2:45]2. (2) The reactants are [Br:1][C:2]1[CH:3]=[CH:4][C:5](Cl)=[N:6][CH:7]=1.[CH2:9]([CH2:11][NH2:12])[OH:10]. No catalyst specified. The product is [Br:1][C:2]1[CH:3]=[CH:4][C:5]([NH:12][CH2:11][CH2:9][OH:10])=[N:6][CH:7]=1. The yield is 0.710. (3) The reactants are [Br:1][C:2]1[CH:3]=[C:4]([NH:10][C:11]2[CH:16]=[CH:15][C:14](C3CN(CC)C3)=[CH:13][N:12]=2)[C:5](=[O:9])[N:6]([CH3:8])[CH:7]=1.NC1N=CC([O:30][CH:31]2[CH2:34][N:33]([C:35]([O:37][C:38]([CH3:41])([CH3:40])[CH3:39])=[O:36])[CH2:32]2)=CC=1.BrC1C(=O)N(C)C=C(Br)C=1. No catalyst specified. The product is [Br:1][C:2]1[CH:3]=[C:4]([NH:10][C:11]2[N:12]=[CH:13][C:14]([O:30][CH:31]3[CH2:32][N:33]([C:35]([O:37][C:38]([CH3:41])([CH3:40])[CH3:39])=[O:36])[CH2:34]3)=[CH:15][CH:16]=2)[C:5](=[O:9])[N:6]([CH3:8])[CH:7]=1. The yield is 0.810. (4) The reactants are C([NH:5][S:6]([C:9]1[CH:14]=[CH:13][C:12]([C:15]2[N:16]=[CH:17][N:18]([C:20]3[N:25]=[C:24]([CH3:26])[CH:23]=[C:22]([C:27]4[CH:32]=[CH:31][C:30]([C:33]([F:36])([F:35])[F:34])=[CH:29][CH:28]=4)[N:21]=3)[CH:19]=2)=[CH:11][CH:10]=1)(=[O:8])=[O:7])(C)(C)C.C(O)(C(F)(F)F)=O. The catalyst is ClCCl. The product is [CH3:26][C:24]1[CH:23]=[C:22]([C:27]2[CH:32]=[CH:31][C:30]([C:33]([F:36])([F:34])[F:35])=[CH:29][CH:28]=2)[N:21]=[C:20]([N:18]2[CH:19]=[C:15]([C:12]3[CH:13]=[CH:14][C:9]([S:6]([NH2:5])(=[O:8])=[O:7])=[CH:10][CH:11]=3)[N:16]=[CH:17]2)[N:25]=1. The yield is 0.160. (5) The reactants are Br[C:2]1[CH:3]=[CH:4][C:5]2[O:14][CH2:13][CH2:12][C:11]3[S:10][C:9]([C:15]4[N:16]([CH:20]([CH3:22])[CH3:21])[N:17]=[CH:18][N:19]=4)=[N:8][C:7]=3[C:6]=2[CH:23]=1.[CH:24]([S:26]([CH3:29])(=[O:28])=[O:27])=[CH2:25].C(N(CC)CC)C. The catalyst is CN(C=O)C.Cl[Pd](Cl)([P](C1C=CC=CC=1)(C1C=CC=CC=1)C1C=CC=CC=1)[P](C1C=CC=CC=1)(C1C=CC=CC=1)C1C=CC=CC=1. The product is [CH:20]([N:16]1[C:15]([C:9]2[S:10][C:11]3[CH2:12][CH2:13][O:14][C:5]4[CH:4]=[CH:3][C:2](/[CH:25]=[CH:24]/[S:26]([CH3:29])(=[O:28])=[O:27])=[CH:23][C:6]=4[C:7]=3[N:8]=2)=[N:19][CH:18]=[N:17]1)([CH3:22])[CH3:21]. The yield is 0.730. (6) The reactants are [NH:1]1[C:9]2[C:4](=[CH:5][CH:6]=[CH:7][CH:8]=2)[CH:3]=[C:2]1[C:10]([OH:12])=O.C(Cl)CCl.[CH:17]1[CH:18]=CC2N(O)N=[N:23][C:21]=2[CH:22]=1.CCN(CC)CC.N1CCCC1. The catalyst is C(Cl)Cl. The product is [NH:1]1[C:9]2[C:4](=[CH:5][CH:6]=[CH:7][CH:8]=2)[CH:3]=[C:2]1[C:10]([N:23]1[CH2:18][CH2:17][CH2:22][CH2:21]1)=[O:12]. The yield is 0.780. (7) The reactants are [Cl:1][C:2]1[C:6]([Cl:7])=[C:5]([CH3:8])[NH:4][C:3]=1[C:9]([NH:11][CH:12]1[CH2:17][CH2:16][C:15]([C:19]2[CH:20]=[C:21]([CH:25]=[CH:26][CH:27]=2)[C:22]([OH:24])=[O:23])(O)[CH2:14][CH2:13]1)=[O:10]. The catalyst is O. The product is [Cl:1][C:2]1[C:6]([Cl:7])=[C:5]([CH3:8])[NH:4][C:3]=1[C:9]([NH:11][CH:12]1[CH2:17][CH2:16][C:15]([C:19]2[CH:27]=[CH:26][CH:25]=[C:21]([CH:20]=2)[C:22]([OH:24])=[O:23])=[CH:14][CH2:13]1)=[O:10]. The yield is 0.600.